From a dataset of Forward reaction prediction with 1.9M reactions from USPTO patents (1976-2016). Predict the product of the given reaction. (1) Given the reactants [C:1]1([S:7]([N:10]2[C:14]3=[N:15][CH:16]=[CH:17][CH:18]=[C:13]3[CH:12]=[C:11]2[C:19](=[O:26])[CH2:20][CH:21]2[CH2:25][CH2:24][CH2:23][O:22]2)(=[O:9])=[O:8])[CH:6]=[CH:5][CH:4]=[CH:3][CH:2]=1.C[Si]([N-][Si](C)(C)C)(C)C.[Li+].[C:37]1([CH3:57])[CH:42]=[CH:41][C:40]([S:43](O[S:43]([C:40]2[CH:41]=[CH:42][C:37]([CH3:57])=[CH:38][CH:39]=2)(=[O:45])=[O:44])(=[O:45])=[O:44])=[CH:39][CH:38]=1, predict the reaction product. The product is: [C:1]1([S:7]([N:10]2[C:14]3=[N:15][CH:16]=[CH:17][CH:18]=[C:13]3[CH:12]=[C:11]2[C:19]([O:26][S:43]([C:40]2[CH:41]=[CH:42][C:37]([CH3:57])=[CH:38][CH:39]=2)(=[O:45])=[O:44])=[CH:20][CH:21]2[CH2:25][CH2:24][CH2:23][O:22]2)(=[O:9])=[O:8])[CH:2]=[CH:3][CH:4]=[CH:5][CH:6]=1. (2) Given the reactants [N+:1]([C:4]1[CH:12]=[C:7]2[CH2:8][NH:9][CH2:10][CH2:11][N:6]2[N:5]=1)([O-:3])=[O:2].C(N(CC)CC)C.[C:20](Cl)(=[O:24])[CH:21]([CH3:23])[CH3:22], predict the reaction product. The product is: [CH3:22][CH:21]([CH3:23])[C:20]([N:9]1[CH2:10][CH2:11][N:6]2[N:5]=[C:4]([N+:1]([O-:3])=[O:2])[CH:12]=[C:7]2[CH2:8]1)=[O:24]. (3) Given the reactants [CH3:1][O:2][C:3]1[CH:8]=[C:7](C)[CH:6]=[CH:5][C:4]=1[C:10]([CH3:21])([CH3:20])[CH2:11][C:12]([OH:19])([C:15]([F:18])([F:17])[F:16])[CH:13]=O.[NH2:22][C:23]1[CH:32]=[CH:31][CH:30]=[C:29]2[C:24]=1[CH:25]=[CH:26][C:27](=[O:33])[NH:28]2.Cl[CH2:35]Cl, predict the reaction product. The product is: [OH:19][C:12]1([C:15]([F:16])([F:18])[F:17])[CH2:11][C:10]([CH3:20])([CH3:21])[C:4]2[C:5](=[CH:6][CH:7]=[C:8]([CH3:35])[C:3]=2[O:2][CH3:1])[CH:13]1[NH:22][C:23]1[CH:32]=[CH:31][CH:30]=[C:29]2[C:24]=1[CH:25]=[CH:26][C:27](=[O:33])[NH:28]2. (4) Given the reactants [Cl:1][C:2]1[CH:19]=[CH:18][C:17]([Cl:20])=[CH:16][C:3]=1[CH2:4][NH:5][C:6]1[C:11]([N+:12]([O-])=O)=[CH:10][N:9]=[C:8]([Cl:15])[N:7]=1, predict the reaction product. The product is: [Cl:1][C:2]1[CH:19]=[CH:18][C:17]([Cl:20])=[CH:16][C:3]=1[CH2:4][NH:5][C:6]1[C:11]([NH2:12])=[CH:10][N:9]=[C:8]([Cl:15])[N:7]=1. (5) The product is: [CH3:15][C:6]1[C:5]([CH2:4][NH2:1])=[CH:10][C:9]([C:11]([CH3:13])=[CH2:12])=[C:8]([CH3:14])[N:7]=1. Given the reactants [N:1]([CH2:4][C:5]1[C:6]([CH3:15])=[N:7][C:8]([CH3:14])=[C:9]([C:11]([CH3:13])=[CH2:12])[CH:10]=1)=[N+]=[N-], predict the reaction product. (6) Given the reactants B(Br)(Br)Br.C[O:6][C:7]1[CH:12]=[C:11]([O:13]C)[CH:10]=[CH:9][C:8]=1[C:15]1[N:16]=[C:17]([NH:20][C:21](=[O:48])[C:22]([O:40]CC2C=CC=CC=2)([C:36]([F:39])([F:38])[F:37])[CH2:23][C:24]([C:27]2[CH:32]=[C:31]([F:33])[CH:30]=[CH:29][C:28]=2[O:34]C)([CH3:26])[CH3:25])[S:18][CH:19]=1, predict the reaction product. The product is: [OH:6][C:7]1[CH:12]=[C:11]([OH:13])[CH:10]=[CH:9][C:8]=1[C:15]1[N:16]=[C:17]([NH:20][C:21](=[O:48])[C:22]([OH:40])([C:36]([F:38])([F:39])[F:37])[CH2:23][C:24]([C:27]2[CH:32]=[C:31]([F:33])[CH:30]=[CH:29][C:28]=2[OH:34])([CH3:26])[CH3:25])[S:18][CH:19]=1. (7) The product is: [CH:1]1([C:13]#[N:14])[C:11]2=[C:12]3[C:7](=[CH:8][CH:9]=[CH:10]2)[CH:6]=[CH:5][CH:4]=[C:3]3[CH2:2]1. Given the reactants [C:1]1([C:13]#[N:14])[C:11]2=[C:12]3[C:7](=[CH:8][CH:9]=[CH:10]2)[CH:6]=[CH:5][CH:4]=[C:3]3[CH:2]=1, predict the reaction product. (8) Given the reactants Br[CH2:2][C:3]([C:5]1[CH:10]=[CH:9][CH:8]=[CH:7][N:6]=1)=O.[C:11]([CH2:13][C:14]([NH2:16])=[S:15])#[N:12], predict the reaction product. The product is: [N:6]1[CH:7]=[CH:8][CH:9]=[CH:10][C:5]=1[C:3]1[N:16]=[C:14]([CH2:13][C:11]#[N:12])[S:15][CH:2]=1. (9) Given the reactants Br[CH2:2][C:3]([C:5]1[CH:10]=[CH:9][C:8]([O:11][CH2:12][CH3:13])=[CH:7][CH:6]=1)=O.[NH2:14][C:15]1[CH:20]=[CH:19][C:18]([I:21])=[CH:17][N:16]=1, predict the reaction product. The product is: [CH2:12]([O:11][C:8]1[CH:9]=[CH:10][C:5]([C:3]2[N:14]=[C:15]3[CH:20]=[CH:19][C:18]([I:21])=[CH:17][N:16]3[CH:2]=2)=[CH:6][CH:7]=1)[CH3:13].